From a dataset of Forward reaction prediction with 1.9M reactions from USPTO patents (1976-2016). Predict the product of the given reaction. (1) Given the reactants C(N(CC)CC)C.[F:8][C:9]([F:20])([F:19])[C:10]1[CH:11]=[C:12]([CH2:16][CH2:17][NH2:18])[CH:13]=[CH:14][CH:15]=1.[F:21][C:22]([F:33])([F:32])[C:23](O[C:23](=[O:24])[C:22]([F:33])([F:32])[F:21])=[O:24], predict the reaction product. The product is: [F:21][C:22]([F:33])([F:32])[C:23]([NH:18][CH2:17][CH2:16][C:12]1[CH:13]=[CH:14][CH:15]=[C:10]([C:9]([F:19])([F:20])[F:8])[CH:11]=1)=[O:24]. (2) Given the reactants [Cl:1][C:2]1[C:10]([O:11][C:12]([C:15]#[N:16])([CH3:14])[CH3:13])=[CH:9][CH:8]=[CH:7][C:3]=1[C:4]([OH:6])=O.F[P-](F)(F)(F)(F)F.N1(OC(N(C)C)=[N+](C)C)C2N=CC=CC=2N=N1.[NH2:41][C:42]1[CH:43]=[C:44]([N:49]([CH3:65])[C:50]2[N:55]=[C:54]3[S:56][C:57]([NH:59][C:60]([CH:62]4[CH2:64][CH2:63]4)=[O:61])=[N:58][C:53]3=[CH:52][CH:51]=2)[CH:45]=[CH:46][C:47]=1[F:48], predict the reaction product. The product is: [Cl:1][C:2]1[C:10]([O:11][C:12]([C:15]#[N:16])([CH3:14])[CH3:13])=[CH:9][CH:8]=[CH:7][C:3]=1[C:4]([NH:41][C:42]1[CH:43]=[C:44]([N:49]([C:50]2[N:55]=[C:54]3[S:56][C:57]([NH:59][C:60]([CH:62]4[CH2:63][CH2:64]4)=[O:61])=[N:58][C:53]3=[CH:52][CH:51]=2)[CH3:65])[CH:45]=[CH:46][C:47]=1[F:48])=[O:6]. (3) Given the reactants CC(O)C.CCN(C(C)C)C(C)C.Cl.[NH2:15][C@@H:16]([C:19]1[CH:24]=[CH:23][CH:22]=[CH:21][C:20]=1[F:25])[CH2:17][OH:18].[Cl:26][C:27]1[N:32]=[C:31](Cl)[C:30]([Cl:34])=[CH:29][N:28]=1, predict the reaction product. The product is: [Cl:26][C:27]1[N:32]=[C:31]([NH:15][C@@H:16]([C:19]2[CH:24]=[CH:23][CH:22]=[CH:21][C:20]=2[F:25])[CH2:17][OH:18])[C:30]([Cl:34])=[CH:29][N:28]=1. (4) Given the reactants [Br:1][CH2:2][CH3:3].[N:4]1[CH:9]=[CH:8][CH:7]=[N:6][CH:5]=1, predict the reaction product. The product is: [Br-:1].[CH2:7]([N+:6]1[CH:3]=[CH:2][CH:9]=[N:4][CH:5]=1)[CH3:8]. (5) Given the reactants [Cl:1][C:2]1[CH:7]=[C:6]([N+:8]([O-])=O)[CH:5]=[C:4]([F:11])[C:3]=1[F:12].C(O)(=O)C, predict the reaction product. The product is: [Cl:1][C:2]1[CH:7]=[C:6]([CH:5]=[C:4]([F:11])[C:3]=1[F:12])[NH2:8]. (6) The product is: [Cl:18][CH2:17][CH2:16][CH2:15][N:12]1[C:13]2[C:9](=[CH:8][CH:7]=[CH:6][C:5]=2[O:4][CH3:3])[CH:10]=[CH:11]1. Given the reactants [OH-].[K+].[CH3:3][O:4][C:5]1[CH:6]=[CH:7][CH:8]=[C:9]2[C:13]=1[NH:12][CH:11]=[CH:10]2.Br[CH2:15][CH2:16][CH2:17][Cl:18], predict the reaction product. (7) The product is: [Br:1][C:2]1[N:7]=[C:6]([NH:8][CH2:20][C:19]2[CH:22]=[CH:23][C:16]([F:15])=[CH:17][CH:18]=2)[CH:5]=[CH:4][CH:3]=1. Given the reactants [Br:1][C:2]1[N:7]=[C:6]([NH2:8])[CH:5]=[CH:4][CH:3]=1.CC(C)([O-])C.[Na+].[F:15][C:16]1[CH:23]=[CH:22][C:19]([CH2:20]Cl)=[CH:18][CH:17]=1.CCOC(C)=O, predict the reaction product. (8) Given the reactants [CH3:1][S:2]([C:5]1[CH:6]=[CH:7][C:8]([C:11]2[CH:16]=[CH:15][C:14]([OH:17])=[CH:13][CH:12]=2)=N[CH:10]=1)(=[O:4])=[O:3].O[C:19]1N=CC(C2C=C(C=CC=2)C#N)=CC=1.CS(C1N=CC(C2C=CC(O)=CC=2)=CC=1)(=O)=O.OC1C=CC(C2C=CC=C(C#N)C=2)=CC=1.OC1C=CC(C2C=C(C=CC=2)C#N)=NC=1.CC1C=C(C2C=CC(O)=CC=2)C=CN=1, predict the reaction product. The product is: [CH3:1][S:2]([C:5]1[CH:6]=[CH:7][C:8]([C:11]2[CH:16]=[CH:15][C:14]([OH:17])=[CH:13][CH:12]=2)=[CH:19][CH:10]=1)(=[O:4])=[O:3]. (9) The product is: [Cl:1][C:2]1[CH:3]=[CH:4][C:5]([CH2:6][N:7]2[C:16]3[C:11](=[CH:12][CH:13]=[CH:14][CH:15]=3)[CH:10]=[C:9]([CH:17]=[C:26]3[S:22][C:23](=[O:28])[NH:24][C:25]3=[O:27])[C:8]2=[O:19])=[CH:20][CH:21]=1. Given the reactants [Cl:1][C:2]1[CH:21]=[CH:20][C:5]([CH2:6][N:7]2[C:16]3[C:11](=[CH:12][CH:13]=[CH:14][CH:15]=3)[CH:10]=[C:9]([CH:17]=O)[C:8]2=[O:19])=[CH:4][CH:3]=1.[S:22]1[CH2:26][C:25](=[O:27])[NH:24][C:23]1=[O:28], predict the reaction product.